Dataset: NCI-60 drug combinations with 297,098 pairs across 59 cell lines. Task: Regression. Given two drug SMILES strings and cell line genomic features, predict the synergy score measuring deviation from expected non-interaction effect. (1) Drug 1: C1=CC(=C2C(=C1NCCNCCO)C(=O)C3=C(C=CC(=C3C2=O)O)O)NCCNCCO. Drug 2: C1CN1P(=S)(N2CC2)N3CC3. Cell line: SK-MEL-5. Synergy scores: CSS=23.6, Synergy_ZIP=-13.0, Synergy_Bliss=-6.63, Synergy_Loewe=-7.43, Synergy_HSA=-4.41. (2) Drug 1: C1=C(C(=O)NC(=O)N1)N(CCCl)CCCl. Drug 2: C1=CC(=CC=C1C#N)C(C2=CC=C(C=C2)C#N)N3C=NC=N3. Cell line: COLO 205. Synergy scores: CSS=32.0, Synergy_ZIP=-1.85, Synergy_Bliss=-4.25, Synergy_Loewe=-7.63, Synergy_HSA=-5.05. (3) Drug 1: C1=CC(=CC=C1C#N)C(C2=CC=C(C=C2)C#N)N3C=NC=N3. Drug 2: C1=NNC2=C1C(=O)NC=N2. Cell line: NCI-H226. Synergy scores: CSS=-0.557, Synergy_ZIP=-0.265, Synergy_Bliss=-1.24, Synergy_Loewe=-2.31, Synergy_HSA=-2.18. (4) Drug 1: COC1=C2C(=CC3=C1OC=C3)C=CC(=O)O2. Drug 2: C1C(C(OC1N2C=NC3=C2NC=NCC3O)CO)O. Cell line: SK-MEL-2. Synergy scores: CSS=0.263, Synergy_ZIP=4.64, Synergy_Bliss=8.82, Synergy_Loewe=6.05, Synergy_HSA=2.13. (5) Drug 1: CC(CN1CC(=O)NC(=O)C1)N2CC(=O)NC(=O)C2. Drug 2: COC1=CC(=CC(=C1O)OC)C2C3C(COC3=O)C(C4=CC5=C(C=C24)OCO5)OC6C(C(C7C(O6)COC(O7)C8=CC=CS8)O)O. Cell line: NCI/ADR-RES. Synergy scores: CSS=9.17, Synergy_ZIP=0.163, Synergy_Bliss=6.81, Synergy_Loewe=5.52, Synergy_HSA=6.21. (6) Drug 1: CCC1=C2CN3C(=CC4=C(C3=O)COC(=O)C4(CC)O)C2=NC5=C1C=C(C=C5)O. Drug 2: CCC1(C2=C(COC1=O)C(=O)N3CC4=CC5=C(C=CC(=C5CN(C)C)O)N=C4C3=C2)O.Cl. Cell line: SF-539. Synergy scores: CSS=80.6, Synergy_ZIP=4.32, Synergy_Bliss=4.19, Synergy_Loewe=-1.72, Synergy_HSA=7.21.